From a dataset of M1 muscarinic receptor agonist screen with 61,833 compounds. Binary Classification. Given a drug SMILES string, predict its activity (active/inactive) in a high-throughput screening assay against a specified biological target. (1) The drug is s\1c2n(c3c(n2)cc(c(c3)C)C)c(=O)c1=C\c1c(O)ccc(OC)c1. The result is 0 (inactive). (2) The molecule is O=C1N(C2CCCCC2)C(CC1)C(=O)NCCN1CCOCC1. The result is 0 (inactive). (3) The molecule is s1c(C2N(OC3C2C(=O)N(C3=O)c2cc(OC)ccc2)c2ccccc2)ccc1. The result is 0 (inactive). (4) The molecule is S(=O)(=O)(N1CC(CCC1)C(=O)Nc1c(OC)ccc(OC)c1)c1c(onc1C)C. The result is 0 (inactive). (5) The drug is o1c2ncn(CCCOC)c(=O)c2c2nc3c(nc12)cccc3. The result is 0 (inactive). (6) The molecule is Brc1c(cc(OCC(=O)N2CCC(CC2)C(OCC)=O)cc1C)C. The result is 0 (inactive). (7) The drug is O=C(Nc1cc2N(C(C(c2cc1)(C)C)C)C)c1occc1. The result is 0 (inactive). (8) The drug is S(=O)(=O)(NC(CC(C)C)C(O)=O)c1c(ccc(c1)C)C. The result is 0 (inactive). (9) The compound is O(C(=O)N1CCN(CC1)C1=Nc2c3c1cccc3ccc2)CC. The result is 1 (active).